Dataset: Catalyst prediction with 721,799 reactions and 888 catalyst types from USPTO. Task: Predict which catalyst facilitates the given reaction. (1) Reactant: [Cl:1][C:2]1[C:3]([F:28])=[C:4]([NH:8][C:9]2[C:18]3[C:13](=[CH:14][C:15]([O:21][CH:22]4[CH2:27][CH2:26][NH:25][CH2:24][CH2:23]4)=[C:16]([O:19][CH3:20])[CH:17]=3)[N:12]=[CH:11][N:10]=2)[CH:5]=[CH:6][CH:7]=1.C(N(CC)CC)C.C(N(CC)C(C)C)(C)C.[C:45](O)(=[O:49])[C@@H:46]([CH3:48])[OH:47].CN(C(ON1N=NC2C=CC=NC1=2)=[N+](C)C)C.F[P-](F)(F)(F)(F)F. Product: [Cl:1][C:2]1[C:3]([F:28])=[C:4]([CH:5]=[CH:6][CH:7]=1)[NH:8][C:9]1[C:18]2[C:13](=[CH:14][C:15]([O:21][CH:22]3[CH2:27][CH2:26][N:25]([C:45](=[O:49])[C@H:46]([OH:47])[CH3:48])[CH2:24][CH2:23]3)=[C:16]([O:19][CH3:20])[CH:17]=2)[N:12]=[CH:11][N:10]=1. The catalyst class is: 60. (2) Reactant: [CH3:1][N:2]1[C:10]2[C:5](=[CH:6][CH:7]=[C:8]([NH2:11])[CH:9]=2)[CH:4]=[CH:3]1.C(N(CC)C(C)C)(C)C.Br[CH2:22][C:23]1[C:33]([N+:34]([O-:36])=[O:35])=[CH:32][CH:31]=[CH:30][C:24]=1[C:25](OCC)=[O:26].O[Li].O. Product: [CH3:1][N:2]1[C:10]2[C:5](=[CH:6][CH:7]=[C:8]([N:11]3[CH2:22][C:23]4[C:24](=[CH:30][CH:31]=[CH:32][C:33]=4[N+:34]([O-:36])=[O:35])[C:25]3=[O:26])[CH:9]=2)[CH:4]=[CH:3]1. The catalyst class is: 40.